The task is: Predict hERG channel inhibition at various concentrations.. This data is from hERG Central: cardiac toxicity at 1µM, 10µM, and general inhibition. The drug is CC(CCc1ccccc1)NCC(O)COc1ccccc1. Results: hERG_inhib (hERG inhibition (general)): blocker.